Task: Predict the product of the given reaction.. Dataset: Forward reaction prediction with 1.9M reactions from USPTO patents (1976-2016) (1) Given the reactants [NH2:1][C:2]1[N:3]=[C:4]([Cl:40])[C:5]2[C:10]([CH3:11])=[CH:9][N:8]([C@@H:12]3[O:27][C@H:26]([CH2:28][O:29][CH2:30][C:31]4[CH:36]=[CH:35][C:34]([Cl:37])=[CH:33][C:32]=4[Cl:38])[C@@H:15]([O:16][CH2:17][C:18]4[CH:23]=[CH:22][C:21]([Cl:24])=[CH:20][C:19]=4[Cl:25])[C@@:13]3([CH3:39])[OH:14])[C:6]=2[N:7]=1.[H-].[Na+].[CH2:43]1COCC1, predict the reaction product. The product is: [NH2:1][C:2]1[N:3]=[C:4]([Cl:40])[C:5]2[C:10]([CH3:11])=[CH:9][N:8]([C@@H:12]3[O:27][C@H:26]([CH2:28][O:29][CH2:30][C:31]4[CH:36]=[CH:35][C:34]([Cl:37])=[CH:33][C:32]=4[Cl:38])[C@@H:15]([O:16][CH2:17][C:18]4[CH:23]=[CH:22][C:21]([Cl:24])=[CH:20][C:19]=4[Cl:25])[C@@:13]3([CH3:39])[O:14][CH3:43])[C:6]=2[N:7]=1. (2) Given the reactants [CH3:1][CH:2]([C:4]1[C:8]([CH2:9][CH2:10][CH2:11][OH:12])=[CH:7][N:6]([C:13]2[S:14][C:15]([C:18]([F:21])([F:20])[F:19])=[N:16][N:17]=2)[N:5]=1)[CH3:3].O[C:23]1[C:28]([O:29][CH3:30])=[CH:27][CH:26]=[CH:25][C:24]=1[CH2:31][C:32]([O:34]C)=[O:33].C(P(CCCC)CCCC)CCC.N(C(N1CCCCC1)=O)=NC(N1CCCCC1)=O, predict the reaction product. The product is: [CH3:30][O:29][C:28]1[C:23]([O:12][CH2:11][CH2:10][CH2:9][C:8]2[C:4]([CH:2]([CH3:1])[CH3:3])=[N:5][N:6]([C:13]3[S:14][C:15]([C:18]([F:20])([F:21])[F:19])=[N:16][N:17]=3)[CH:7]=2)=[C:24]([CH2:31][C:32]([OH:34])=[O:33])[CH:25]=[CH:26][CH:27]=1.